Task: Predict the reaction yield, written as a fraction of the theoretical maximum amount of product (1.0 means a 100% yield; for example, 0.34 means a 34% yield).. Dataset: Reaction yield outcomes from USPTO patents with 853,638 reactions (1) The reactants are [F:1][C:2]1[CH:3]=[C:4]([CH:23]=[CH:24][C:25]=1[F:26])[C:5]([NH:7][C:8](=S)[NH:9][C:10]1[C:18]2[C:13](=[C:14]([O:20][CH3:21])[CH:15]=[CH:16][C:17]=2[F:19])[NH:12][N:11]=1)=[O:6].C(Cl)CCl.[C:31]([NH2:35])([CH3:34])([CH3:33])[CH3:32]. The catalyst is C1COCC1. The product is [C:31]([NH:35][C:8]([NH:9][C:10]1[C:18]2[C:13](=[C:14]([O:20][CH3:21])[CH:15]=[CH:16][C:17]=2[F:19])[NH:12][N:11]=1)=[N:7][C:5](=[O:6])[C:4]1[CH:23]=[CH:24][C:25]([F:26])=[C:2]([F:1])[CH:3]=1)([CH3:34])([CH3:33])[CH3:32]. The yield is 0.410. (2) The yield is 0.890. The reactants are CO[CH:3](OC)[CH2:4][CH:5](OC)OC.Cl.[C:13]([NH:17][NH2:18])([CH3:16])([CH3:15])[CH3:14].Cl.O. The product is [C:13]([N:17]1[CH:5]=[CH:4][CH:3]=[N:18]1)([CH3:16])([CH3:15])[CH3:14]. The catalyst is CCO. (3) The product is [Br:1][C:2]1[C:3]([F:12])=[CH:4][C:5]([O:10][CH3:11])=[C:6]([CH:7]=1)[CH:8]=[O:9]. The catalyst is C1(C)C=CC=CC=1.[O-2].[O-2].[Mn+4]. The yield is 0.840. The reactants are [Br:1][C:2]1[C:3]([F:12])=[CH:4][C:5]([O:10][CH3:11])=[C:6]([CH2:8][OH:9])[CH:7]=1. (4) The reactants are I[C:2]1[CH:7]=[CH:6][CH:5]=[C:4]([N+:8]([O-:10])=[O:9])[CH:3]=1.[N:11]1[CH:16]=[CH:15][CH:14]=[C:13](B(O)O)[CH:12]=1.C([O-])([O-])=O.[Na+].[Na+].O. The catalyst is COCCOC.C1C=CC([P]([Pd]([P](C2C=CC=CC=2)(C2C=CC=CC=2)C2C=CC=CC=2)([P](C2C=CC=CC=2)(C2C=CC=CC=2)C2C=CC=CC=2)[P](C2C=CC=CC=2)(C2C=CC=CC=2)C2C=CC=CC=2)(C2C=CC=CC=2)C2C=CC=CC=2)=CC=1. The product is [N+:8]([C:4]1[CH:3]=[C:2]([C:13]2[CH:12]=[N:11][CH:16]=[CH:15][CH:14]=2)[CH:7]=[CH:6][CH:5]=1)([O-:10])=[O:9]. The yield is 0.780. (5) The reactants are [C:1]([Br:5])(Br)(Br)[Br:2].C1C=CC(P(C2C=CC=CC=2)C2C=CC=CC=2)=CC=1.[CH:25]([O:28][C:29]1[CH:36]=[CH:35][C:32]([CH:33]=O)=[CH:31][C:30]=1[O:37][CH3:38])([CH3:27])[CH3:26]. The catalyst is C(Cl)Cl.[Zn]. The product is [Br:2][C:1]([Br:5])=[CH:33][C:32]1[CH:35]=[CH:36][C:29]([O:28][CH:25]([CH3:27])[CH3:26])=[C:30]([O:37][CH3:38])[CH:31]=1. The yield is 0.998. (6) The reactants are Cl[C:2]1[N:7]=[C:6]([NH:8][C:9]([C:11]2([C:14]3[CH:24]=[CH:23][C:17]4[O:18][C:19]([F:22])([F:21])[O:20][C:16]=4[CH:15]=3)[CH2:13][CH2:12]2)=[O:10])[CH:5]=[C:4]([CH3:25])[C:3]=1[CH3:26].[CH3:27][O:28][C:29]1[C:34]([CH3:35])=[CH:33][C:32](B2OC(C)(C)C(C)(C)O2)=[CH:31][N:30]=1.C([O-])([O-])=O.[Na+].[Na+]. The catalyst is COCCOC.C(OCC)(=O)C.C1C=CC([P]([Pd]([P](C2C=CC=CC=2)(C2C=CC=CC=2)C2C=CC=CC=2)([P](C2C=CC=CC=2)(C2C=CC=CC=2)C2C=CC=CC=2)[P](C2C=CC=CC=2)(C2C=CC=CC=2)C2C=CC=CC=2)(C2C=CC=CC=2)C2C=CC=CC=2)=CC=1. The product is [F:21][C:19]1([F:22])[O:18][C:17]2[CH:23]=[CH:24][C:14]([C:11]3([C:9]([NH:8][C:6]4[N:7]=[C:2]([C:32]5[CH:31]=[N:30][C:29]([O:28][CH3:27])=[C:34]([CH3:35])[CH:33]=5)[C:3]([CH3:26])=[C:4]([CH3:25])[CH:5]=4)=[O:10])[CH2:13][CH2:12]3)=[CH:15][C:16]=2[O:20]1. The yield is 0.580.